This data is from Forward reaction prediction with 1.9M reactions from USPTO patents (1976-2016). The task is: Predict the product of the given reaction. (1) Given the reactants [CH3:1]C(C)([O-])C.[K+].[CH2:7]([OH:19])[CH2:8][O:9][CH2:10][CH2:11][O:12][CH2:13][CH2:14][O:15][CH2:16][CH2:17][OH:18].[Cl-].C[CH:22]([OH:40])[CH2:23][O:24][CH2:25][CH2:26][O:27][CH2:28][CH2:29][O:30][CH2:31][CH2:32][O:33][CH2:34][CH2:35][O:36][CH2:37][CH2:38]O.Cl, predict the reaction product. The product is: [CH3:1][O:18][CH2:17][CH2:16][O:15][CH2:14][CH2:13][O:12][CH2:11][CH2:10][O:9][CH2:8][CH2:7][O:19][CH2:38][CH2:37][O:36][CH2:35][CH2:34][O:33][CH2:32][CH2:31][O:30][CH2:29][CH2:28][O:27][CH2:26][CH2:25][O:24][CH2:23][CH2:22][OH:40]. (2) Given the reactants CS(O)(=O)=O.S(O)(=O)(=O)C.S(O)(=O)(=O)C.[NH2:16][NH:17][C:18]([NH2:20])=[NH:19].[Cl:21][C:22]1[C:31]([Cl:32])=[CH:30][CH:29]=[CH:28][C:23]=1[C:24]([C:26]#[N:27])=O.[O-2].[Mg+2], predict the reaction product. The product is: [NH2:19][C:18]1[N:17]=[N:16][C:24]([C:23]2[CH:28]=[CH:29][CH:30]=[C:31]([Cl:32])[C:22]=2[Cl:21])=[C:26]([NH2:27])[N:20]=1. (3) Given the reactants [F:1][C:2]1[CH:56]=[CH:55][CH:54]=[CH:53][C:3]=1[CH2:4][N:5]1[CH:10]2[CH2:11][CH2:12][CH:6]1[CH:7]([C:13]1[O:14][C:15]([C:18]3[CH:19]=[C:20]4[C:24](=[CH:25][CH:26]=3)[N:23](C(C3C=CC=CC=3)(C3C=CC=CC=3)C3C=CC=CC=3)[N:22]=[C:21]4[C:46]3[CH:51]=[CH:50][N:49]=[C:48]([CH3:52])[CH:47]=3)=[N:16][N:17]=1)[CH2:8][CH2:9]2.C([SiH](CC)CC)C, predict the reaction product. The product is: [F:1][C:2]1[CH:56]=[CH:55][CH:54]=[CH:53][C:3]=1[CH2:4][N:5]1[CH:10]2[CH2:11][CH2:12][CH:6]1[CH:7]([C:13]1[O:14][C:15]([C:18]3[CH:19]=[C:20]4[C:24](=[CH:25][CH:26]=3)[NH:23][N:22]=[C:21]4[C:46]3[CH:51]=[CH:50][N:49]=[C:48]([CH3:52])[CH:47]=3)=[N:16][N:17]=1)[CH2:8][CH2:9]2.